This data is from Forward reaction prediction with 1.9M reactions from USPTO patents (1976-2016). The task is: Predict the product of the given reaction. (1) Given the reactants Cl.CS(O[CH2:7][C@H:8]([NH2:36])[CH2:9][O:10][C:11]1[CH:12]=[N:13][CH:14]=[C:15]([C:17]2[CH:18]=[C:19]3[C:24](=[C:25]([NH2:27])[N:26]=2)[CH:23]=[N:22][C:21]2[CH:28]=[C:29]([O:34][CH3:35])[C:30]([O:32][CH3:33])=[CH:31][C:20]3=2)[CH:16]=1)(=O)=O.[F:37][C:38]1[CH:39]=[C:40]([CH:44]=[CH:45][CH:46]=1)[CH2:41][NH:42][CH3:43], predict the reaction product. The product is: [NH2:27][C:25]1[N:26]=[C:17]([C:15]2[CH:16]=[C:11]([O:10][CH2:9][C@@H:8]([NH2:36])[CH2:7][N:42]([CH2:41][C:40]3[CH:44]=[CH:45][CH:46]=[C:38]([F:37])[CH:39]=3)[CH3:43])[CH:12]=[N:13][CH:14]=2)[CH:18]=[C:19]2[C:24]=1[CH:23]=[N:22][C:21]1[CH:28]=[C:29]([O:34][CH3:35])[C:30]([O:32][CH3:33])=[CH:31][C:20]2=1. (2) Given the reactants [C:1]([CH2:4][C:5]1[CH:6]=[C:7]([CH3:19])[C:8]([C:11]2[CH:16]=[CH:15][N+:14]([O-:17])=[C:13]([CH3:18])[CH:12]=2)=[N:9][CH:10]=1)([OH:3])=O.[N:20]1[CH:25]=[CH:24][N:23]=[CH:22][C:21]=1[C:26]1[CH:27]=[CH:28][C:29]([NH2:32])=[N:30][CH:31]=1.C1(N=C=NC2CCCCC2)CCCCC1, predict the reaction product. The product is: [CH3:18][C:13]1[CH:12]=[C:11]([C:8]2[C:7]([CH3:19])=[CH:6][C:5]([CH2:4][C:1](=[O:3])[NH:32][C:29]3[CH:28]=[CH:27][C:26]([C:21]4[CH:22]=[N:23][CH:24]=[CH:25][N:20]=4)=[CH:31][N:30]=3)=[CH:10][N:9]=2)[CH:16]=[CH:15][N+:14]=1[O-:17].